Dataset: Full USPTO retrosynthesis dataset with 1.9M reactions from patents (1976-2016). Task: Predict the reactants needed to synthesize the given product. (1) Given the product [OH:25][C:24]1[C:19](=[O:18])[NH:20][CH:21]=[C:22]([S:27][CH2:28][C:29]2[CH:34]=[CH:33][CH:32]=[C:31]([C:35]([F:37])([F:36])[F:38])[CH:30]=2)[CH:23]=1, predict the reactants needed to synthesize it. The reactants are: C(SC1C=C(O)C(=O)NC=1)C1C=CC=CC=1.C[O:18][C:19]1[C:24]([O:25]C)=[CH:23][C:22]([S:27][CH2:28][C:29]2[CH:34]=[CH:33][CH:32]=[C:31]([C:35]([F:38])([F:37])[F:36])[CH:30]=2)=[CH:21][N:20]=1. (2) Given the product [Br:11][C:12]1[CH:13]=[C:14]([Cl:19])[C:15]([CH:5]([C:3]#[N:4])[C:6]([O:8][CH2:9][CH3:10])=[O:7])=[N:16][CH:17]=1, predict the reactants needed to synthesize it. The reactants are: [H-].[Na+].[C:3]([CH2:5][C:6]([O:8][CH2:9][CH3:10])=[O:7])#[N:4].[Br:11][C:12]1[CH:13]=[C:14]([Cl:19])[C:15](Cl)=[N:16][CH:17]=1.